Task: Regression. Given two drug SMILES strings and cell line genomic features, predict the synergy score measuring deviation from expected non-interaction effect.. Dataset: NCI-60 drug combinations with 297,098 pairs across 59 cell lines (1) Drug 1: CC1=C(N=C(N=C1N)C(CC(=O)N)NCC(C(=O)N)N)C(=O)NC(C(C2=CN=CN2)OC3C(C(C(C(O3)CO)O)O)OC4C(C(C(C(O4)CO)O)OC(=O)N)O)C(=O)NC(C)C(C(C)C(=O)NC(C(C)O)C(=O)NCCC5=NC(=CS5)C6=NC(=CS6)C(=O)NCCC[S+](C)C)O. Drug 2: C1CC(=O)NC(=O)C1N2C(=O)C3=CC=CC=C3C2=O. Cell line: HS 578T. Synergy scores: CSS=37.7, Synergy_ZIP=3.90, Synergy_Bliss=6.16, Synergy_Loewe=-12.0, Synergy_HSA=4.91. (2) Drug 1: CN1C(=O)N2C=NC(=C2N=N1)C(=O)N. Cell line: HOP-62. Synergy scores: CSS=4.25, Synergy_ZIP=4.47, Synergy_Bliss=5.07, Synergy_Loewe=-20.6, Synergy_HSA=-9.48. Drug 2: CC1=C(C=C(C=C1)NC(=O)C2=CC=C(C=C2)CN3CCN(CC3)C)NC4=NC=CC(=N4)C5=CN=CC=C5. (3) Drug 1: CC(C1=C(C=CC(=C1Cl)F)Cl)OC2=C(N=CC(=C2)C3=CN(N=C3)C4CCNCC4)N. Drug 2: CC1OCC2C(O1)C(C(C(O2)OC3C4COC(=O)C4C(C5=CC6=C(C=C35)OCO6)C7=CC(=C(C(=C7)OC)O)OC)O)O. Cell line: SF-539. Synergy scores: CSS=28.1, Synergy_ZIP=0.575, Synergy_Bliss=1.94, Synergy_Loewe=-3.30, Synergy_HSA=2.83. (4) Drug 1: CC1CCC2CC(C(=CC=CC=CC(CC(C(=O)C(C(C(=CC(C(=O)CC(OC(=O)C3CCCCN3C(=O)C(=O)C1(O2)O)C(C)CC4CCC(C(C4)OC)OCCO)C)C)O)OC)C)C)C)OC. Drug 2: CS(=O)(=O)OCCCCOS(=O)(=O)C. Cell line: NCI-H522. Synergy scores: CSS=17.0, Synergy_ZIP=-4.10, Synergy_Bliss=-2.16, Synergy_Loewe=-18.2, Synergy_HSA=1.17. (5) Drug 2: CN(C(=O)NC(C=O)C(C(C(CO)O)O)O)N=O. Drug 1: C1=CC(=CC=C1CC(C(=O)O)N)N(CCCl)CCCl.Cl. Cell line: SNB-19. Synergy scores: CSS=23.4, Synergy_ZIP=-3.69, Synergy_Bliss=4.26, Synergy_Loewe=0.859, Synergy_HSA=0.966.